This data is from Forward reaction prediction with 1.9M reactions from USPTO patents (1976-2016). The task is: Predict the product of the given reaction. (1) Given the reactants [Cl:1][C:2]1[CH:3]=[N:4][C:5]2[N:6]([N:8]=[C:9]([C:11]([OH:13])=O)[CH:10]=2)[CH:7]=1.[CH3:14][N:15]1[CH:19]=[CH:18][CH:17]=[C:16]1[C:20]1[CH2:21][CH2:22][NH:23][CH2:24][CH:25]=1, predict the reaction product. The product is: [Cl:1][C:2]1[CH:3]=[N:4][C:5]2[N:6]([N:8]=[C:9]([C:11]([N:23]3[CH2:24][CH:25]=[C:20]([C:16]4[N:15]([CH3:14])[CH:19]=[CH:18][CH:17]=4)[CH2:21][CH2:22]3)=[O:13])[CH:10]=2)[CH:7]=1. (2) Given the reactants [Cl:1][C:2]1[CH:7]=[CH:6][C:5]([C:8]2[CH:13]=[CH:12][CH:11]=[CH:10][C:9]=2[C@H:14]([O:30][P:31]([O:35][CH3:36])([O:33]C)=[O:32])[CH:15]2[CH2:20][CH2:19][N:18]([C:21]3[CH:29]=[CH:28][C:24]([C:25](O)=[O:26])=[CH:23][CH:22]=3)[CH2:17][CH2:16]2)=[CH:4][CH:3]=1.[O:37]1[CH2:42][CH2:41][N:40]([CH2:43][CH2:44][C@@H:45]([NH:54][C:55]2[CH:60]=[CH:59][C:58]([S:61]([NH2:64])(=[O:63])=[O:62])=[CH:57][C:56]=2[S:65]([C:68]([F:71])([F:70])[F:69])(=[O:67])=[O:66])[CH2:46][S:47][C:48]2[CH:53]=[CH:52][CH:51]=[CH:50][CH:49]=2)[CH2:39][CH2:38]1, predict the reaction product. The product is: [ClH:1].[P:31]([OH:33])([O:35][CH3:36])([O:30][C@@H:14]([C:9]1[CH:10]=[CH:11][CH:12]=[CH:13][C:8]=1[C:5]1[CH:4]=[CH:3][C:2]([Cl:1])=[CH:7][CH:6]=1)[CH:15]1[CH2:16][CH2:17][N:18]([C:21]2[CH:22]=[CH:23][C:24]([C:25](=[O:26])[NH:64][S:61]([C:58]3[CH:59]=[CH:60][C:55]([NH:54][C@H:45]([CH2:44][CH2:43][N:40]4[CH2:41][CH2:42][O:37][CH2:38][CH2:39]4)[CH2:46][S:47][C:48]4[CH:53]=[CH:52][CH:51]=[CH:50][CH:49]=4)=[C:56]([S:65]([C:68]([F:70])([F:71])[F:69])(=[O:67])=[O:66])[CH:57]=3)(=[O:62])=[O:63])=[CH:28][CH:29]=2)[CH2:19][CH2:20]1)=[O:32]. (3) Given the reactants CN([CH2:4][C:5]1[C:13]2[C:8](=[CH:9][N:10]=[CH:11][CH:12]=2)[NH:7][C:6]=1[C:14]([O:16][CH3:17])=[O:15])C.[N+:18]([CH2:21][C:22]([O:24][CH2:25][CH3:26])=[O:23])([O-:20])=[O:19], predict the reaction product. The product is: [CH3:17][O:16][C:14]([C:6]1[NH:7][C:8]2=[CH:9][N:10]=[CH:11][CH:12]=[C:13]2[C:5]=1[CH2:4][CH:21]([N+:18]([O-:20])=[O:19])[C:22]([O:24][CH2:25][CH3:26])=[O:23])=[O:15]. (4) The product is: [C:1]([O:5][C:6]([N:8]1[CH2:13][CH2:12][C:11]2[N:14]([CH3:33])[C:15]([C:17]3[C:22]([C:23]#[C:24][C:25]4[CH:30]=[CH:29][CH:28]=[C:27]([NH:31][C:42]([O:44][C:45]5[CH:46]=[CH:47][C:48]([N+:51]([O-:53])=[O:52])=[CH:49][CH:50]=5)=[O:43])[CH:26]=4)=[CH:21][N:20]=[C:19]([NH2:32])[N:18]=3)=[CH:16][C:10]=2[C:9]1=[O:34])=[O:7])([CH3:4])([CH3:3])[CH3:2]. Given the reactants [C:1]([O:5][C:6]([N:8]1[CH2:13][CH2:12][C:11]2[N:14]([CH3:33])[C:15]([C:17]3[C:22]([C:23]#[C:24][C:25]4[CH:30]=[CH:29][CH:28]=[C:27]([NH2:31])[CH:26]=4)=[CH:21][N:20]=[C:19]([NH2:32])[N:18]=3)=[CH:16][C:10]=2[C:9]1=[O:34])=[O:7])([CH3:4])([CH3:3])[CH3:2].N1C=CC=CC=1.Cl[C:42]([O:44][C:45]1[CH:50]=[CH:49][C:48]([N+:51]([O-:53])=[O:52])=[CH:47][CH:46]=1)=[O:43], predict the reaction product. (5) Given the reactants [N:1]1[CH:6]=[CH:5][N:4]=[CH:3][C:2]=1[C:7]([OH:9])=O.Cl.C(N=C=NCCCN(C)C)C.ON1C2C=CC=CC=2N=N1.Cl.[CH2:33]([O:35][C:36](=[O:44])[CH:37]([NH2:43])[C:38]([O:40][CH2:41][CH3:42])=[O:39])[CH3:34], predict the reaction product. The product is: [CH2:41]([O:40][C:38](=[O:39])[CH:37]([NH:43][C:7]([C:2]1[CH:3]=[N:4][CH:5]=[CH:6][N:1]=1)=[O:9])[C:36]([O:35][CH2:33][CH3:34])=[O:44])[CH3:42]. (6) Given the reactants [CH:1]1[CH:6]=[CH:5][C:4]([P:7]([C:14]2[CH:19]=[CH:18][CH:17]=[CH:16][CH:15]=2)[C:8]2[CH:13]=[CH:12][CH:11]=[CH:10][CH:9]=2)=[CH:3][CH:2]=1.[Br:20][CH2:21][CH2:22][CH2:23][O:24][CH3:25], predict the reaction product. The product is: [Br-:20].[CH3:25][O:24][CH2:23][CH2:22][CH2:21][P+:7]([C:4]1[CH:3]=[CH:2][CH:1]=[CH:6][CH:5]=1)([C:14]1[CH:19]=[CH:18][CH:17]=[CH:16][CH:15]=1)[C:8]1[CH:13]=[CH:12][CH:11]=[CH:10][CH:9]=1. (7) The product is: [Fe:41].[CH3:23][C:24]([O:15][C:13]([CH3:12])=[O:14])=[O:25].[CH3:12][C:13]([OH:15])=[O:14]. Given the reactants [F-].[K+].I(C1C=C(C=CC=1[N+]([O-])=O)C(N[CH2:12][C:13]([O-:15])=[O:14])=O)(=O)=O.[K+].[CH2:23]1OCCOCCOCCOCCOCC[O:25][CH2:24]1.[Fe:41], predict the reaction product.